Task: Predict the reactants needed to synthesize the given product.. Dataset: Full USPTO retrosynthesis dataset with 1.9M reactions from patents (1976-2016) (1) Given the product [NH2:24][C:22]1[N:21]=[CH:20][N:19]=[C:18]2[N:17]([C@@H:25]3[CH2:30][CH2:29][CH2:28][N:27]([C:34](=[O:35])[CH2:33][C:31]#[N:32])[CH2:26]3)[N:16]=[C:15]([C:3]3[CH:4]=[CH:5][C:6]([O:8][C:9]4[CH:14]=[CH:13][CH:12]=[CH:11][CH:10]=4)=[CH:7][C:2]=3[F:1])[C:23]=12, predict the reactants needed to synthesize it. The reactants are: [F:1][C:2]1[CH:7]=[C:6]([O:8][C:9]2[CH:14]=[CH:13][CH:12]=[CH:11][CH:10]=2)[CH:5]=[CH:4][C:3]=1[C:15]1[C:23]2[C:18](=[N:19][CH:20]=[N:21][C:22]=2[NH2:24])[N:17]([C@@H:25]2[CH2:30][CH2:29][CH2:28][NH:27][CH2:26]2)[N:16]=1.[C:31]([CH2:33][C:34](O)=[O:35])#[N:32].N1(C(N2C=CN=C2)=O)C=CN=C1. (2) Given the product [Cl:1][C:2]1[CH:3]=[C:4]([N:13]([CH2:20][CH3:21])[CH:14]2[CH2:19][CH2:18][N:17]([CH2:23][CH2:24][C:25]3[CH:30]=[CH:29][CH:28]=[C:27]([O:31][CH3:32])[CH:26]=3)[CH2:16][CH2:15]2)[C:5]([CH3:12])=[C:6]([CH:11]=1)[C:7]([O:9][CH3:10])=[O:8], predict the reactants needed to synthesize it. The reactants are: [Cl:1][C:2]1[CH:3]=[C:4]([N:13]([CH2:20][CH3:21])[CH:14]2[CH2:19][CH2:18][NH:17][CH2:16][CH2:15]2)[C:5]([CH3:12])=[C:6]([CH:11]=1)[C:7]([O:9][CH3:10])=[O:8].Br[CH2:23][CH2:24][C:25]1[CH:30]=[CH:29][CH:28]=[C:27]([O:31][CH3:32])[CH:26]=1.C([O-])([O-])=O.[K+].[K+]. (3) Given the product [IH:1].[NH2:31][C:23]1[C:22]2[N:32]=[C:19]([CH2:17][CH3:18])[N:20]([CH2:33][C:34]#[C:35][C:2]3[CH:9]=[CH:8][C:5]([C:6]#[N:7])=[CH:4][CH:3]=3)[C:21]=2[C:30]2[CH:29]=[CH:28][CH:27]=[CH:26][C:25]=2[N:24]=1, predict the reactants needed to synthesize it. The reactants are: [I:1][C:2]1[CH:9]=[CH:8][C:5]([C:6]#[N:7])=[CH:4][CH:3]=1.C(N(CC)CC)C.[CH2:17]([C:19]1[N:20]([CH2:33][C:34]#[CH:35])[C:21]2[C:30]3[CH:29]=[CH:28][CH:27]=[CH:26][C:25]=3[N:24]=[C:23]([NH2:31])[C:22]=2[N:32]=1)[CH3:18]. (4) Given the product [Cl:51][C:52]1[CH:57]=[C:56]2[NH:58][C:9](=[O:39])[C:10]3([CH:15]([C:16]4[CH:21]=[C:20]([Cl:22])[CH:19]=[CH:18][C:17]=4[O:23][C:24]([C:27](=[O:29])[NH:72][OH:73])([CH3:25])[CH3:26])[CH2:14][C:13](=[O:30])[NH:12][CH:11]3[C:31]3[CH:36]=[C:35]([F:37])[CH:34]=[CH:33][C:32]=3[CH3:38])[C:55]2=[CH:54][CH:53]=1, predict the reactants needed to synthesize it. The reactants are: ClC1C=C2N[C:9](=[O:39])[C:10]3([CH:15]([C:16]4[CH:21]=[C:20]([Cl:22])[CH:19]=[CH:18][C:17]=4[O:23][C:24]([C:27]([OH:29])=O)([CH3:26])[CH3:25])[CH2:14][C:13](=[O:30])[NH:12][CH:11]3[C:31]3[CH:36]=[C:35]([F:37])[CH:34]=[CH:33][C:32]=3[CH3:38])C2=CC=1.CCN=C=NCCCN(C)C.[ClH:51].[CH:52]1[CH:53]=[CH:54][C:55]2N(O)N=[N:58][C:56]=2[CH:57]=1.CCN(C(C)C)C(C)C.Cl.[NH2:72][OH:73]. (5) The reactants are: CC(C)=O.OS(O)(=O)=O.O=[Cr](=O)=O.[OH:14][C@H:15]1[C@:19]2([CH3:33])[CH2:20][C@H:21]3[C@H:30]([CH2:31][C@H:18]2[CH2:17][CH2:16]1)[C@@H:29]1[C@@H:24]([CH2:25][C:26](=[O:32])[CH2:27][CH2:28]1)[CH2:23][CH2:22]3.CC(O)C. Given the product [CH3:33][C@:19]12[C:15](=[O:14])[CH2:16][CH2:17][C@@H:18]1[CH2:31][C@H:30]1[C@@H:21]([CH2:22][CH2:23][C@H:24]3[C@@H:29]1[CH2:28][CH2:27][C:26](=[O:32])[CH2:25]3)[CH2:20]2, predict the reactants needed to synthesize it. (6) Given the product [CH2:32]([C:29]1[CH:28]=[CH:27][C:26]([S:25][C:22]2[CH:23]=[CH:24][C:19]([CH:17]([OH:18])[CH2:16][C:5]([NH:4][C:1](=[O:3])[CH3:2])([CH2:11][OH:12])[CH2:6][OH:7])=[CH:20][CH:21]=2)=[CH:31][CH:30]=1)[CH2:33][CH2:34][CH3:35], predict the reactants needed to synthesize it. The reactants are: [C:1]([NH:4][C:5]([CH2:16][C:17]([C:19]1[CH:24]=[CH:23][C:22]([S:25][C:26]2[CH:31]=[CH:30][C:29]([CH2:32][CH2:33][CH2:34][CH3:35])=[CH:28][CH:27]=2)=[CH:21][CH:20]=1)=[O:18])([C:11](OCC)=[O:12])[C:6](OCC)=[O:7])(=[O:3])[CH3:2].OP([O-])([O-])=O.[K+].[K+].[BH4-].[Na+].[OH-].[Na+]. (7) Given the product [F:13][C:9]1[CH:8]=[CH:7][C:4]([CH:5]=[O:6])=[C:3]([OH:2])[C:10]=1[OH:11], predict the reactants needed to synthesize it. The reactants are: C[O:2][C:3]1[C:10]([O:11]C)=[C:9]([F:13])[CH:8]=[CH:7][C:4]=1[CH:5]=[O:6].B(Br)(Br)Br.